Predict which catalyst facilitates the given reaction. From a dataset of Catalyst prediction with 721,799 reactions and 888 catalyst types from USPTO. (1) Reactant: [H-].[Na+].[CH2:3]([C:6]1[C:14]2[C:13]([C:15]([O:17][CH3:18])=[O:16])=[CH:12][CH:11]=[CH:10][C:9]=2[NH:8][CH:7]=1)[CH:4]=[CH2:5].[C:19]1([S:25](Cl)(=[O:27])=[O:26])[CH:24]=[CH:23][CH:22]=[CH:21][CH:20]=1. Product: [CH2:3]([C:6]1[C:14]2[C:13]([C:15]([O:17][CH3:18])=[O:16])=[CH:12][CH:11]=[CH:10][C:9]=2[N:8]([S:25]([C:19]2[CH:24]=[CH:23][CH:22]=[CH:21][CH:20]=2)(=[O:27])=[O:26])[CH:7]=1)[CH:4]=[CH2:5]. The catalyst class is: 3. (2) Reactant: [Cl:1][C:2]1[N:7]([CH3:8])[C:6](=[O:9])[CH:5]=[C:4]([C:10]2[CH:15]=[CH:14][N:13]=[CH:12][CH:11]=2)[N:3]=1.[N:16]1([CH2:22][C:23]2[CH:28]=[CH:27][C:26]([CH2:29][CH2:30][OH:31])=[CH:25][CH:24]=2)[CH2:21][CH2:20][CH2:19][CH2:18][CH2:17]1.N12CCCN=C1CCCCC2.[ClH:43]. Product: [ClH:1].[ClH:43].[CH3:8][N:7]1[C:6](=[O:9])[CH:5]=[C:4]([C:10]2[CH:15]=[CH:14][N:13]=[CH:12][CH:11]=2)[N:3]=[C:2]1[O:31][CH2:30][CH2:29][C:26]1[CH:27]=[CH:28][C:23]([CH2:22][N:16]2[CH2:21][CH2:20][CH2:19][CH2:18][CH2:17]2)=[CH:24][CH:25]=1. The catalyst class is: 288. (3) Reactant: Cl[C:2]1[N:3]=[C:4]([N:18]2[CH2:23][CH2:22][O:21][CH2:20][CH2:19]2)[C:5]2[S:10][C:9]([C:11]3[CH:12]=[N:13][C:14](F)=[CH:15][CH:16]=3)=[CH:8][C:6]=2[N:7]=1.[CH3:24][C@@H:25]1[O:30][C@H:29]([CH3:31])[CH2:28][NH:27][CH2:26]1.CC1(C)C(C)(C)OB([C:40]2[CH:41]=[N:42][C:43]([NH2:46])=[N:44][CH:45]=2)O1.CC([O-])=O.[K+]. Product: [CH3:24][C@H:25]1[CH2:26][N:27]([C:14]2[N:13]=[CH:12][C:11]([C:9]3[S:10][C:5]4[C:4]([N:18]5[CH2:23][CH2:22][O:21][CH2:20][CH2:19]5)=[N:3][C:2]([C:40]5[CH:41]=[N:42][C:43]([NH2:46])=[N:44][CH:45]=5)=[N:7][C:6]=4[CH:8]=3)=[CH:16][CH:15]=2)[CH2:28][C@@H:29]([CH3:31])[O:30]1. The catalyst class is: 745. (4) Reactant: C[O:2][C:3](=[O:17])[CH2:4][C:5]1[N:9]2[CH:10]=[CH:11][CH:12]=[CH:13][C:8]2=[C:7]([C:14](=[O:16])[CH3:15])[N:6]=1.O[Li:19].O. Product: [C:14]([C:7]1[N:6]=[C:5]([CH2:4][C:3]([O-:17])=[O:2])[N:9]2[CH:10]=[CH:11][CH:12]=[CH:13][C:8]=12)(=[O:16])[CH3:15].[Li+:19]. The catalyst class is: 20.